From a dataset of Reaction yield outcomes from USPTO patents with 853,638 reactions. Predict the reaction yield, written as a fraction of the theoretical maximum amount of product (1.0 means a 100% yield; for example, 0.34 means a 34% yield). (1) The reactants are Br[C:2]1[N:6]=[C:5]([CH:7]2[CH2:12][CH2:11][CH2:10][N:9]([C:13]([C:15]3[CH:20]=[CH:19][C:18]([F:21])=[CH:17][CH:16]=3)=[O:14])[CH2:8]2)[O:4][N:3]=1.[F:22][C:23]1[CH:28]=[CH:27][C:26]([OH:29])=[CH:25][CH:24]=1.C([O-])([O-])=O.[K+].[K+].C([O-])([O-])=O.[Na+].[Na+]. The catalyst is O1CCOCC1.C(OCC)(=O)C. The product is [F:22][C:23]1[CH:28]=[CH:27][C:26]([O:29][C:2]2[N:6]=[C:5]([CH:7]3[CH2:12][CH2:11][CH2:10][N:9]([C:13]([C:15]4[CH:20]=[CH:19][C:18]([F:21])=[CH:17][CH:16]=4)=[O:14])[CH2:8]3)[O:4][N:3]=2)=[CH:25][CH:24]=1. The yield is 0.300. (2) The reactants are [CH3:1][C:2]1[CH:3]=[C:4](P2(=O)CCCC2)[CH:5]=[CH:6][CH:7]=1.[PH3]=O.[N+:16]([C:19]1[CH:27]=[CH:26][C:22]([C:23]([OH:25])=[O:24])=[CH:21][CH:20]=1)([O-:18])=[O:17].N(C(OC(C)C)=O)=NC(OC(C)C)=O.C1([SiH3])C=CC=CC=1.C(O)C1C=CC=CC=1. No catalyst specified. The product is [N+:16]([C:19]1[CH:20]=[CH:21][C:22]([C:23]([O:25][CH2:1][C:2]2[CH:7]=[CH:6][CH:5]=[CH:4][CH:3]=2)=[O:24])=[CH:26][CH:27]=1)([O-:18])=[O:17]. The yield is 0.630. (3) The reactants are [CH2:1]([O:8][C:9]([NH:11][C@H:12]([C@@H:16]([OH:18])[CH3:17])[C:13]([OH:15])=O)=[O:10])[CH2:2][CH2:3][CH2:4][CH2:5][CH2:6][CH3:7].CCN(CC)CC.CN(C(ON1N=NC2C=CC=CC1=2)=[N+](C)C)C.[B-](F)(F)(F)F. The catalyst is C(Cl)Cl. The product is [CH2:1]([O:8][C:9](=[O:10])[NH:11][C@H:12]1[C:13](=[O:15])[O:18][C@H:16]1[CH3:17])[CH2:2][CH2:3][CH2:4][CH2:5][CH2:6][CH3:7]. The yield is 0.370. (4) The reactants are C[O:2][C:3](=[O:15])[C:4]([C:6]1[CH:11]=[CH:10][C:9]([S:12][CH3:13])=[C:8]([Cl:14])[CH:7]=1)=[O:5].[OH-].[Na+].Cl. The catalyst is C1(C)C=CC=CC=1. The product is [Cl:14][C:8]1[CH:7]=[C:6]([C:4](=[O:5])[C:3]([OH:15])=[O:2])[CH:11]=[CH:10][C:9]=1[S:12][CH3:13]. The yield is 0.980. (5) The reactants are [CH3:1][O:2][C:3]([C:5]1([C:8]2[CH:13]=[C:12]([I:14])[C:11]([OH:15])=[C:10]([I:16])[CH:9]=2)[CH2:7][CH2:6]1)=[O:4].Cl[CH2:18][C:19]([CH3:21])=[CH2:20].C([O-])([O-])=O.[K+].[K+]. The catalyst is CC(C)=O.[Na+].[I-]. The product is [CH3:1][O:2][C:3]([C:5]1([C:8]2[CH:9]=[C:10]([I:16])[C:11]([O:15][CH2:20][C:19]([CH3:21])=[CH2:18])=[C:12]([I:14])[CH:13]=2)[CH2:7][CH2:6]1)=[O:4]. The yield is 0.970.